This data is from Experimentally validated miRNA-target interactions with 360,000+ pairs, plus equal number of negative samples. The task is: Binary Classification. Given a miRNA mature sequence and a target amino acid sequence, predict their likelihood of interaction. (1) Result: 0 (no interaction). The miRNA is hsa-miR-3160-5p with sequence GGCUUUCUAGUCUCAGCUCUCC. The protein sequence of the target gene is MASANTRRVGDGAGGAFQPYLDSLRQELQQRDPTLLSVAVALLAVLLTLVFWKFIWSRKSSQRAVLFVGLCDSGKTLLFVRLLTGQYRDTQTSITDSSAIYKVNNNRGNSLTLIDLPGHESLRFQLLDRFKSSARAVVFVVDSAAFQREVKDVAEFLYQVLIDSMALKNSPSLLIACNKQDIAMAKSAKLIQQQLEKELNTLRVTRSAAPSTLDSSSTAPAQLGKKGKEFEFSQLPLKVEFLECSAKGGRGDTGSADIQDLEKWLAKIA. (2) The miRNA is hsa-miR-3680-5p with sequence GACUCACUCACAGGAUUGUGCA. The protein sequence of the target gene is MARGSALPRRPLLCIPAVWAAAALLLSVSRTSGEVEVLDPNDPLGPLDGQDGPIPTLKGYFLNFLEPVNNITIVQGQTAILHCKVAGNPPPNVRWLKNDAPVVQEPRRIIIRKTEYGSRLRIQDLDTTDTGYYQCVATNGMKTITATGVLFVRLGPTHSPNHNFQDDYHEDGFCQPYRGIACARFIGNRTIYVDSLQMQGEIENRITAAFTMIGTSTHLSDQCSQFAIPSFCHFVFPLCDARSRTPKPRELCRDECEVLESDLCRQEYTIARSNPLILMRLQLPKCEALPMPESPDAANC.... Result: 0 (no interaction).